This data is from Full USPTO retrosynthesis dataset with 1.9M reactions from patents (1976-2016). The task is: Predict the reactants needed to synthesize the given product. (1) Given the product [Cl:3][C:4]1[CH:9]=[C:8]([S:10]([CH3:13])(=[O:11])=[O:12])[CH:7]=[CH:6][C:5]=1[S:14][C:15]1[CH:25]=[C:24]([F:26])[CH:23]=[CH:22][C:16]=1[O:17][CH2:18][C:19]([OH:21])=[O:20], predict the reactants needed to synthesize it. The reactants are: [H-].[Na+].[Cl:3][C:4]1[CH:9]=[C:8]([S:10]([CH3:13])(=[O:12])=[O:11])[CH:7]=[CH:6][C:5]=1[S:14][C:15]1[CH:25]=[C:24]([F:26])[CH:23]=[CH:22][C:16]=1[O:17][CH2:18][C:19]([OH:21])=[O:20].ClC1C=C(S(C)(=O)=O)C=CC=1SC1C=C(F)C=CC=1O.COC(=O)CBr.[OH-].[Na+].Cl. (2) Given the product [F:1][CH:2]([F:24])[O:3][C:4]1[CH:9]=[CH:8][C:7]([N:10]2[CH:15]=[CH:14][C:13](=[O:16])[C:12]([C:17]3[N:35]([C:31]4[CH:32]=[CH:33][CH:34]=[C:29]([S:26]([CH3:25])(=[O:28])=[O:27])[CH:30]=4)[N:20]=[CH:19][CH:18]=3)=[N:11]2)=[CH:6][CH:5]=1, predict the reactants needed to synthesize it. The reactants are: [F:1][CH:2]([F:24])[O:3][C:4]1[CH:9]=[CH:8][C:7]([N:10]2[CH:15]=[CH:14][C:13](=[O:16])[C:12]([C:17](=O)/[CH:18]=[CH:19]/[N:20](C)C)=[N:11]2)=[CH:6][CH:5]=1.[CH3:25][S:26]([C:29]1[CH:30]=[C:31]([NH:35]N)[CH:32]=[CH:33][CH:34]=1)(=[O:28])=[O:27]. (3) Given the product [C:32]([Si:29]([CH3:31])([CH3:30])[O:28][CH2:27][CH2:26][O:1][CH2:2][C:3]1[CH:8]=[CH:7][C:6]([CH:9]([CH2:11][CH2:12][CH2:13][CH2:14][CH2:15][CH2:16][CH2:17][CH2:18][CH2:19][CH2:20][CH2:21][CH3:22])[CH3:10])=[CH:5][CH:4]=1)([CH3:35])([CH3:34])[CH3:33], predict the reactants needed to synthesize it. The reactants are: [OH:1][CH2:2][C:3]1[CH:8]=[CH:7][C:6]([CH:9]([CH2:11][CH2:12][CH2:13][CH2:14][CH2:15][CH2:16][CH2:17][CH2:18][CH2:19][CH2:20][CH2:21][CH3:22])[CH3:10])=[CH:5][CH:4]=1.[H-].[Na+].Br[CH2:26][CH2:27][O:28][Si:29]([C:32]([CH3:35])([CH3:34])[CH3:33])([CH3:31])[CH3:30]. (4) Given the product [NH2:3][C:4]1[N:5]=[C:6]([C:22]2[CH:27]=[CH:26][CH:25]=[CH:24][CH:23]=2)[C:7]([C:12]2[CH:13]=[CH:14][C:15](=[O:21])[N:16]([CH:18]([CH3:20])[CH3:19])[CH:17]=2)=[N:8][C:9]=1[CH2:10][O:11][CH3:30], predict the reactants needed to synthesize it. The reactants are: [H-].[Na+].[NH2:3][C:4]1[N:5]=[C:6]([C:22]2[CH:27]=[CH:26][CH:25]=[CH:24][CH:23]=2)[C:7]([C:12]2[CH:13]=[CH:14][C:15](=[O:21])[N:16]([CH:18]([CH3:20])[CH3:19])[CH:17]=2)=[N:8][C:9]=1[CH2:10][OH:11].CI.[CH3:30]COC(C)=O.